This data is from Reaction yield outcomes from USPTO patents with 853,638 reactions. The task is: Predict the reaction yield, written as a fraction of the theoretical maximum amount of product (1.0 means a 100% yield; for example, 0.34 means a 34% yield). The catalyst is CO. The yield is 0.400. The reactants are [CH3:1][CH:2]1[CH2:7][N:6]([CH:8]2[CH2:11][O:10][CH2:9]2)[CH:5]([CH3:12])[CH2:4][N:3]1[C:13]1[CH:14]=[CH:15][C:16]([NH:19][C:20]2[C:25](=[O:26])[N:24]([CH3:27])[CH:23]=[C:22]([C:28]3[C:33]([CH:34]=[O:35])=[C:32]([N:36]4[CH2:48][CH2:47][C:46]5[N:45]6[C:40]([CH2:41][CH2:42][CH2:43][CH2:44]6)=[CH:39][C:38]=5[C:37]4=[O:49])[N:31]=[CH:30][CH:29]=3)[CH:21]=2)=[N:17][CH:18]=1.[BH4-].[Na+]. The product is [CH3:1][C@H:2]1[CH2:7][N:6]([CH:8]2[CH2:11][O:10][CH2:9]2)[C@H:5]([CH3:12])[CH2:4][N:3]1[C:13]1[CH:14]=[CH:15][C:16]([NH:19][C:20]2[C:25](=[O:26])[N:24]([CH3:27])[CH:23]=[C:22]([C:28]3[CH:29]=[CH:30][N:31]=[C:32]([N:36]4[CH2:48][CH2:47][C:46]5[N:45]6[C:40]([CH2:41][CH2:42][CH2:43][CH2:44]6)=[CH:39][C:38]=5[C:37]4=[O:49])[C:33]=3[CH2:34][OH:35])[CH:21]=2)=[N:17][CH:18]=1.